This data is from Forward reaction prediction with 1.9M reactions from USPTO patents (1976-2016). The task is: Predict the product of the given reaction. (1) Given the reactants [CH2:1]([NH:3][C:4]([C:6]1[N:7]=[N:8][N:9]([C:24]2[CH:29]=[C:28]([CH:30]([CH3:32])[CH3:31])[C:27]([O:33]CC3C=CC=CC=3)=[CH:26][C:25]=2[O:41]CC2C=CC=CC=2)[C:10]=1[C:11]1[CH:16]=[CH:15][C:14]([CH2:17][N:18]2[CH2:23][CH2:22][O:21][CH2:20][CH2:19]2)=[CH:13][CH:12]=1)=[O:5])[CH3:2].[H][H], predict the reaction product. The product is: [CH2:1]([NH:3][C:4]([C:6]1[N:7]=[N:8][N:9]([C:24]2[CH:29]=[C:28]([CH:30]([CH3:31])[CH3:32])[C:27]([OH:33])=[CH:26][C:25]=2[OH:41])[C:10]=1[C:11]1[CH:16]=[CH:15][C:14]([CH2:17][N:18]2[CH2:19][CH2:20][O:21][CH2:22][CH2:23]2)=[CH:13][CH:12]=1)=[O:5])[CH3:2]. (2) Given the reactants [CH2:1]([O:8][C:9](=[O:16])[NH:10][C@@H:11]([CH:13](O)[CH3:14])[CH3:12])[C:2]1[CH:7]=[CH:6][CH:5]=[CH:4][CH:3]=1.[C:17]1(=[O:27])[C:25]2[C:20](=[CH:21][CH:22]=[CH:23][CH:24]=2)[C:19](=[O:26])[NH:18]1, predict the reaction product. The product is: [CH2:1]([O:8][C:9](=[O:16])[NH:10][C@@H:11]([CH:13]([N:18]1[C:19](=[O:26])[C:20]2[C:25](=[CH:24][CH:23]=[CH:22][CH:21]=2)[C:17]1=[O:27])[CH3:14])[CH3:12])[C:2]1[CH:7]=[CH:6][CH:5]=[CH:4][CH:3]=1. (3) Given the reactants [F:1][C:2]1[C:7]([OH:8])=[CH:6][CH:5]=[C:4]([F:9])[C:3]=1[C:10]([NH2:12])=[O:11].[F:13][C:14]([F:27])([F:26])[C:15]1[CH:16]=[CH:17][C:18]2[S:22][C:21]([CH2:23]O)=[CH:20][C:19]=2[CH:25]=1, predict the reaction product. The product is: [F:1][C:2]1[C:7]([O:8][CH2:23][C:21]2[S:22][C:18]3[CH:17]=[CH:16][C:15]([C:14]([F:26])([F:13])[F:27])=[CH:25][C:19]=3[CH:20]=2)=[CH:6][CH:5]=[C:4]([F:9])[C:3]=1[C:10]([NH2:12])=[O:11]. (4) Given the reactants [C:1]([C:5]([C:8]([C:11]([C:14]([C:17]([C:20]([C:23]([CH:26]=[CH2:27])([F:25])[F:24])([F:22])[F:21])([F:19])[F:18])([F:16])[F:15])([F:13])[F:12])([F:10])[F:9])([F:7])[F:6])([F:4])([F:3])[F:2].[IH:28], predict the reaction product. The product is: [C:1]([C:5]([C:8]([C:11]([C:14]([C:17]([C:20]([C:23]([CH2:26][CH2:27][I:28])([F:24])[F:25])([F:21])[F:22])([F:18])[F:19])([F:16])[F:15])([F:13])[F:12])([F:10])[F:9])([F:7])[F:6])([F:4])([F:3])[F:2]. (5) Given the reactants [Br:1][C:2]1[CH:3]=[C:4](/[CH:9]=[CH:10]/[C:11]([NH:13][C:14]2([C:20]([NH:22][CH2:23][CH2:24][C:25]3[C:33]4[C:28](=[CH:29][CH:30]=[C:31]([F:34])[CH:32]=4)[NH:27][CH:26]=3)=[O:21])[CH2:19][CH2:18][NH:17][CH2:16][CH2:15]2)=[O:12])[CH:5]=[CH:6][C:7]=1[F:8].CCN(C(C)C)C(C)C.[F:44][C:45]([F:56])([F:55])[C:46](O[C:46](=[O:47])[C:45]([F:56])([F:55])[F:44])=[O:47], predict the reaction product. The product is: [Br:1][C:2]1[CH:3]=[C:4](/[CH:9]=[CH:10]/[C:11]([NH:13][C:14]2([C:20]([NH:22][CH2:23][CH2:24][C:25]3[C:33]4[C:28](=[CH:29][CH:30]=[C:31]([F:34])[CH:32]=4)[NH:27][CH:26]=3)=[O:21])[CH2:19][CH2:18][N:17]([C:46](=[O:47])[C:45]([F:56])([F:55])[F:44])[CH2:16][CH2:15]2)=[O:12])[CH:5]=[CH:6][C:7]=1[F:8]. (6) Given the reactants [CH3:1][C:2]1[O:3][C:4]([C:13]2[CH:14]=[CH:15][C:16]([NH:19][NH:20][C:21](=O)[CH:22]([CH3:24])[CH3:23])=[N:17][CH:18]=2)=[C:5]([C:7]2[CH:12]=[CH:11][CH:10]=[CH:9][CH:8]=2)[N:6]=1.O.[OH-].[Na+], predict the reaction product. The product is: [CH:22]([C:21]1[N:17]2[CH:18]=[C:13]([C:4]3[O:3][C:2]([CH3:1])=[N:6][C:5]=3[C:7]3[CH:12]=[CH:11][CH:10]=[CH:9][CH:8]=3)[CH:14]=[CH:15][C:16]2=[N:19][N:20]=1)([CH3:24])[CH3:23]. (7) The product is: [CH3:15][O:16][C:17]1[CH:24]=[CH:23][C:20]([C:21]2[NH:1][N:2]=[C:3]([C:4]3[CH:5]=[N:6][CH:7]=[CH:8][C:9]=3[C:10]([F:11])([F:12])[F:13])[N:14]=2)=[C:19]([OH:25])[CH:18]=1. Given the reactants [NH2:1][NH:2][C:3](=[NH:14])[C:4]1[C:9]([C:10]([F:13])([F:12])[F:11])=[CH:8][CH:7]=[N:6][CH:5]=1.[CH3:15][O:16][C:17]1[CH:24]=[CH:23][C:20]([CH:21]=O)=[C:19]([OH:25])[CH:18]=1, predict the reaction product.